Task: Predict the reaction yield, written as a fraction of the theoretical maximum amount of product (1.0 means a 100% yield; for example, 0.34 means a 34% yield).. Dataset: Reaction yield outcomes from USPTO patents with 853,638 reactions (1) The reactants are Cl[CH2:2][C:3]1[O:7][N:6]=[C:5]([CH:8]([CH3:10])[CH3:9])[N:4]=1.[OH:11][CH:12]1[CH2:16][CH2:15][NH:14][CH2:13]1.C([O-])([O-])=O.[K+].[K+]. The catalyst is CC#N. The product is [OH:11][CH:12]1[CH2:16][CH2:15][N:14]([CH2:2][C:3]2[O:7][N:6]=[C:5]([CH:8]([CH3:10])[CH3:9])[N:4]=2)[CH2:13]1. The yield is 0.820. (2) The reactants are [NH2:1][C:2]1[CH:3]=[C:4]([OH:9])[CH:5]=[CH:6][C:7]=1[CH3:8].[C:10](O[C:10]([O:12][C:13]([CH3:16])([CH3:15])[CH3:14])=[O:11])([O:12][C:13]([CH3:16])([CH3:15])[CH3:14])=[O:11].O1CCCC1.C(=O)([O-])[O-].[Na+].[Na+]. The catalyst is O. The product is [OH:9][C:4]1[CH:5]=[CH:6][C:7]([CH3:8])=[C:2]([NH:1][C:10](=[O:11])[O:12][C:13]([CH3:16])([CH3:15])[CH3:14])[CH:3]=1. The yield is 0.930.